Dataset: Full USPTO retrosynthesis dataset with 1.9M reactions from patents (1976-2016). Task: Predict the reactants needed to synthesize the given product. Given the product [NH2:10][C:11]1[N:12]=[CH:13][C:14]([C:17]#[C:18][C:19]2[CH:20]=[C:21]([CH:25]=[CH:26][CH:27]=2)[C:22]([NH:28][C:29]2[CH:33]=[CH:32][N:31]([CH:34]([CH3:36])[CH3:35])[N:30]=2)=[O:24])=[CH:15][N:16]=1, predict the reactants needed to synthesize it. The reactants are: CCN(C(C)C)C(C)C.[NH2:10][C:11]1[N:16]=[CH:15][C:14]([C:17]#[C:18][C:19]2[CH:20]=[C:21]([CH:25]=[CH:26][CH:27]=2)[C:22]([OH:24])=O)=[CH:13][N:12]=1.[NH2:28][C:29]1[CH:33]=[CH:32][N:31]([CH:34]([CH3:36])[CH3:35])[N:30]=1.CN(C(ON1N=NC2C=CC=NC1=2)=[N+](C)C)C.F[P-](F)(F)(F)(F)F.